This data is from Full USPTO retrosynthesis dataset with 1.9M reactions from patents (1976-2016). The task is: Predict the reactants needed to synthesize the given product. (1) Given the product [F:31][C:28]([F:30])([F:29])[C:27]1[N:23]([C:21]2[CH:20]=[CH:19][CH:18]=[C:17]([C:12]3[CH:13]=[CH:14][CH:15]=[CH:16][C:11]=3[CH2:10][CH2:9][C:6]3[CH:5]=[CH:4][C:3]([O:2][S:49]([C:48]([F:61])([F:60])[F:47])(=[O:51])=[O:50])=[CH:8][CH:7]=3)[N:22]=2)[N:24]=[CH:25][C:26]=1[C:32]([O:34][CH2:35][CH3:36])=[O:33], predict the reactants needed to synthesize it. The reactants are: C[O:2][C:3]1[CH:8]=[CH:7][C:6]([CH2:9][CH2:10][C:11]2[CH:16]=[CH:15][CH:14]=[CH:13][C:12]=2[C:17]2[N:22]=[C:21]([N:23]3[C:27]([C:28]([F:31])([F:30])[F:29])=[C:26]([C:32]([O:34][CH2:35][CH3:36])=[O:33])[CH:25]=[N:24]3)[CH:20]=[CH:19][CH:18]=2)=[CH:5][CH:4]=1.B(Br)(Br)Br.N1C=CC=CC=1.[F:47][C:48]([F:61])([F:60])[S:49](O[S:49]([C:48]([F:61])([F:60])[F:47])(=[O:51])=[O:50])(=[O:51])=[O:50]. (2) The reactants are: Cl.[NH2:2][C:3]1[S:4][C:5]([Cl:8])=[CH:6][N:7]=1.CCN=C=NCCCN(C)C.Cl.OS1C2C=CC=CC=2N=C1.C(N(CC)CC)C.[OH:38][C:39]12[CH2:48][CH:43]3[CH2:44][CH:45]([CH2:47][C:41]([C:49](O)=[O:50])([CH2:42]3)[CH2:40]1)[CH2:46]2. Given the product [Cl:8][C:5]1[S:4]/[C:3](=[N:2]\[C:49]([C:41]23[CH2:42][CH:43]4[CH2:44][CH:45]([CH2:46][C:39]([OH:38])([CH2:48]4)[CH2:40]2)[CH2:47]3)=[O:50])/[NH:7][CH:6]=1, predict the reactants needed to synthesize it. (3) Given the product [Si:5]([O:8][CH2:9][C:10]1[S:11][C:12]([CH:30]=[O:31])=[C:13]([CH2:15][CH3:16])[CH:14]=1)([C:1]([CH3:4])([CH3:3])[CH3:2])([CH3:7])[CH3:6], predict the reactants needed to synthesize it. The reactants are: [C:1]([Si:5]([O:8][CH2:9][C:10]1[S:11][CH:12]=[C:13]([CH2:15][CH3:16])[CH:14]=1)([CH3:7])[CH3:6])([CH3:4])([CH3:3])[CH3:2].C([Li])CCC.CCCCCC.CN(C)[CH:30]=[O:31].[Cl-].[NH4+]. (4) Given the product [Cl:1][C:2]1[N:3]=[CH:4][C:5]([NH2:11])=[C:6]([NH:8][CH2:9][CH3:10])[CH:7]=1, predict the reactants needed to synthesize it. The reactants are: [Cl:1][C:2]1[CH:7]=[C:6]([NH:8][CH2:9][CH3:10])[C:5]([N+:11]([O-])=O)=[CH:4][N:3]=1.O.NN. (5) Given the product [NH2:1][CH2:4][C:5]1[N:10]=[C:9]([CH2:11][N:12]([CH2:23][C:24]2[C:33]3[C:28](=[CH:29][CH:30]=[CH:31][CH:32]=3)[CH:27]=[CH:26][CH:25]=2)[CH2:13][C:14]([O:16][CH2:17][CH2:18][Si:19]([CH3:22])([CH3:20])[CH3:21])=[O:15])[CH:8]=[CH:7][CH:6]=1, predict the reactants needed to synthesize it. The reactants are: [N:1]([CH2:4][C:5]1[N:10]=[C:9]([CH2:11][N:12]([CH2:23][C:24]2[C:33]3[C:28](=[CH:29][CH:30]=[CH:31][CH:32]=3)[CH:27]=[CH:26][CH:25]=2)[CH2:13][C:14]([O:16][CH2:17][CH2:18][Si:19]([CH3:22])([CH3:21])[CH3:20])=[O:15])[CH:8]=[CH:7][CH:6]=1)=[N+]=[N-]. (6) The reactants are: [Cl:1][C:2]1[CH:11]=[C:10]2[C:5]([CH2:6][CH2:7][O:8][C@H:9]2[C:12]2[CH:13]=[C:14]([C:18]([C:20]3[C:21]([NH:26][C@H:27]4[CH2:31][C@H:30]([O:32][Si](C(C)C)(C(C)C)C(C)C)[C@@H:29]([CH2:43][OH:44])[CH2:28]4)=[N:22][CH:23]=[N:24][CH:25]=3)=[O:19])[S:15][C:16]=2[CH3:17])=[CH:4][CH:3]=1.C1COCC1.CCCC[N+](CCCC)(CCCC)CCCC.[F-]. Given the product [Cl:1][C:2]1[CH:11]=[C:10]2[C:5]([CH2:6][CH2:7][O:8][C@H:9]2[C:12]2[CH:13]=[C:14]([C:18]([C:20]3[C:21]([NH:26][C@@H:27]4[CH2:28][C@H:29]([CH2:43][OH:44])[C@@H:30]([OH:32])[CH2:31]4)=[N:22][CH:23]=[N:24][CH:25]=3)=[O:19])[S:15][C:16]=2[CH3:17])=[CH:4][CH:3]=1, predict the reactants needed to synthesize it. (7) Given the product [CH3:18][P:16]([CH3:19])([C:13]1[CH:14]=[CH:15][C:10]([C:6]2[C:5]3[N:4]([N:3]=[C:2]([NH:31][C:30]4[CH:32]=[CH:33][CH:34]=[C:28]([N:25]5[CH2:24][CH2:23][N:22]([CH3:21])[CH2:27][CH2:26]5)[CH:29]=4)[N:20]=3)[CH:9]=[CH:8][CH:7]=2)=[CH:11][CH:12]=1)=[O:17], predict the reactants needed to synthesize it. The reactants are: Cl[C:2]1[N:20]=[C:5]2[C:6]([C:10]3[CH:15]=[CH:14][C:13]([P:16]([CH3:19])([CH3:18])=[O:17])=[CH:12][CH:11]=3)=[CH:7][CH:8]=[CH:9][N:4]2[N:3]=1.[CH3:21][N:22]1[CH2:27][CH2:26][N:25]([C:28]2[CH:29]=[C:30]([CH:32]=[CH:33][CH:34]=2)[NH2:31])[CH2:24][CH2:23]1.C1(P(C2CCCCC2)C2C=CC=CC=2C2C=CC=CC=2P(C2CCCCC2)C2CCCCC2)CCCCC1. (8) Given the product [CH:11]1([N:10]2[C:3]3[C:2]([C:20]4[CH:25]=[CH:24][CH:23]=[CH:22][CH:21]=4)=[CH:7][N:6]=[CH:5][C:4]=3[N:8]=[C:9]2[C:14]2[C:15]([NH2:19])=[N:16][O:17][N:18]=2)[CH2:13][CH2:12]1, predict the reactants needed to synthesize it. The reactants are: Br[C:2]1[C:3]2[N:10]([CH:11]3[CH2:13][CH2:12]3)[C:9]([C:14]3[C:15]([NH2:19])=[N:16][O:17][N:18]=3)=[N:8][C:4]=2[CH:5]=[N:6][CH:7]=1.[C:20]1(B(O)O)[CH:25]=[CH:24][CH:23]=[CH:22][CH:21]=1. (9) Given the product [CH3:30][N:27]1[C:28]2[CH:29]=[C:21]([N:14]3[CH:15]=[CH:16][C:11]([O:10][CH2:9][C:6]4[CH:7]=[N:8][C:3]([C:2]([F:1])([F:18])[F:19])=[CH:4][CH:5]=4)=[CH:12][C:13]3=[O:17])[CH:22]=[CH:23][C:24]=2[C:25]2[CH2:34][N:33]([C:35]([O:37][C:38]([CH3:41])([CH3:40])[CH3:39])=[O:36])[CH2:32][CH2:31][C:26]1=2, predict the reactants needed to synthesize it. The reactants are: [F:1][C:2]([F:19])([F:18])[C:3]1[N:8]=[CH:7][C:6]([CH2:9][O:10][C:11]2[CH:16]=[CH:15][NH:14][C:13](=[O:17])[CH:12]=2)=[CH:5][CH:4]=1.Br[C:21]1[CH:22]=[CH:23][C:24]2[C:25]3[CH2:34][N:33]([C:35]([O:37][C:38]([CH3:41])([CH3:40])[CH3:39])=[O:36])[CH2:32][CH2:31][C:26]=3[N:27]([CH3:30])[C:28]=2[CH:29]=1. (10) Given the product [CH3:3][CH:4]1[CH2:9][CH2:8][N:7]([C:10]([C:12]2[CH:20]=[CH:19][C:18]3[N:17]([CH2:33][C:34]4[CH:35]=[CH:36][C:37]([S:40]([CH3:43])(=[O:42])=[O:41])=[CH:38][CH:39]=4)[C:16]4[CH2:21][CH2:22][N:23]([C:25]([O:27][C:28]([CH3:30])([CH3:29])[CH3:31])=[O:26])[CH2:24][C:15]=4[C:14]=3[CH:13]=2)=[O:11])[CH2:6][CH2:5]1, predict the reactants needed to synthesize it. The reactants are: [H-].[Na+].[CH3:3][CH:4]1[CH2:9][CH2:8][N:7]([C:10]([C:12]2[CH:20]=[CH:19][C:18]3[NH:17][C:16]4[CH2:21][CH2:22][N:23]([C:25]([O:27][C:28]([CH3:31])([CH3:30])[CH3:29])=[O:26])[CH2:24][C:15]=4[C:14]=3[CH:13]=2)=[O:11])[CH2:6][CH2:5]1.Cl[CH2:33][C:34]1[CH:39]=[CH:38][C:37]([S:40]([CH3:43])(=[O:42])=[O:41])=[CH:36][CH:35]=1.